Dataset: Retrosynthesis with 50K atom-mapped reactions and 10 reaction types from USPTO. Task: Predict the reactants needed to synthesize the given product. (1) Given the product CCCSc1nc(Cl)c(N)c(N[C@@H]2C[C@H](OCCO)[C@H]3OC(C)(C)O[C@@H]23)n1, predict the reactants needed to synthesize it. The reactants are: CC1(C)O[C@H]2[C@H](N)C[C@H](OCCO)[C@H]2O1.CCCSc1nc(Cl)c(N)c(Cl)n1. (2) Given the product C[C@H]1CC(Nc2ncn[nH]2)C[C@@H](C)O1, predict the reactants needed to synthesize it. The reactants are: C[C@H]1CC(=O)C[C@@H](C)O1.Nc1ncn[nH]1. (3) The reactants are: COC(=O)c1ccc(CCCC2CCN(C[C@H]3CN([C@@H](C(=O)O)C4CCCCC4)C[C@@H]3c3ccccc3)CC2)cc1. Given the product O=C(O)c1ccc(CCCC2CCN(C[C@H]3CN([C@@H](C(=O)O)C4CCCCC4)C[C@@H]3c3ccccc3)CC2)cc1, predict the reactants needed to synthesize it. (4) Given the product CCOc1c(C=O)cc(C2CC2)c(-c2ccc(F)cc2)c1F, predict the reactants needed to synthesize it. The reactants are: CCOc1c(C=O)cc(Br)c(-c2ccc(F)cc2)c1F.OB(O)C1CC1. (5) Given the product C[N+](C)(C)c1ccc(/C=C/c2c(F)cccc2F)cc1, predict the reactants needed to synthesize it. The reactants are: CI.CN(C)c1ccc(/C=C/c2c(F)cccc2F)cc1.